Dataset: Full USPTO retrosynthesis dataset with 1.9M reactions from patents (1976-2016). Task: Predict the reactants needed to synthesize the given product. (1) Given the product [F:1][C:2]1([F:26])[CH2:7][CH2:6][CH:5]([CH2:8][C:9]2[N:13]3[C:14]([CH3:21])=[CH:15][C:16]([C:18]([NH:28][CH:29]4[CH2:34][CH2:33][O:32][CH2:31][CH2:30]4)=[O:20])=[CH:17][C:12]3=[N:11][C:10]=2[C:22]2([CH3:25])[CH2:23][CH2:24]2)[CH2:4][CH2:3]1, predict the reactants needed to synthesize it. The reactants are: [F:1][C:2]1([F:26])[CH2:7][CH2:6][CH:5]([CH2:8][C:9]2[N:13]3[C:14]([CH3:21])=[CH:15][C:16]([C:18]([OH:20])=O)=[CH:17][C:12]3=[N:11][C:10]=2[C:22]2([CH3:25])[CH2:24][CH2:23]2)[CH2:4][CH2:3]1.Cl.[NH2:28][CH:29]1[CH2:34][CH2:33][O:32][CH2:31][CH2:30]1. (2) Given the product [Br:14][C:15]1[CH:16]=[C:17]([NH:22][S:4]([CH:1]2[CH2:3][CH2:2]2)(=[O:6])=[O:5])[C:18]([CH3:21])=[N:19][CH:20]=1, predict the reactants needed to synthesize it. The reactants are: [CH:1]1([S:4](Cl)(=[O:6])=[O:5])[CH2:3][CH2:2]1.N1C=CC=CC=1.[Br:14][C:15]1[CH:16]=[C:17]([NH2:22])[C:18]([CH3:21])=[N:19][CH:20]=1.